From a dataset of Reaction yield outcomes from USPTO patents with 853,638 reactions. Predict the reaction yield, written as a fraction of the theoretical maximum amount of product (1.0 means a 100% yield; for example, 0.34 means a 34% yield). (1) The reactants are [CH2:1]1[C:9]2[C:4](=[CH:5][CH:6]=[CH:7][CH:8]=2)[CH2:3][CH:2]1[C@H:10]1[NH:15][C:14](=[O:16])[C@@H:13]([CH:17]([CH2:20][CH3:21])[CH2:18][CH3:19])[N:12]([CH2:22][C:23]2[CH:28]=[CH:27][CH:26]=[CH:25][C:24]=2[SH:29])[C:11]1=[O:30].CS(O[CH:36]1[CH2:41][CH2:40][N:39]([C:42]([O:44][C:45]([CH3:48])([CH3:47])[CH3:46])=[O:43])[CH2:38][CH2:37]1)(=O)=O. The catalyst is C(#N)C. The product is [CH2:1]1[C:9]2[C:4](=[CH:5][CH:6]=[CH:7][CH:8]=2)[CH2:3][CH:2]1[C@H:10]1[NH:15][C:14](=[O:16])[C@@H:13]([CH:17]([CH2:20][CH3:21])[CH2:18][CH3:19])[N:12]([CH2:22][C:23]2[CH:28]=[CH:27][CH:26]=[CH:25][C:24]=2[S:29][CH:36]2[CH2:41][CH2:40][N:39]([C:42]([O:44][C:45]([CH3:48])([CH3:47])[CH3:46])=[O:43])[CH2:38][CH2:37]2)[C:11]1=[O:30]. The yield is 0.650. (2) The reactants are [CH2:1]([O:8][CH2:9][C:10]1[NH:11][C:12]([S:18][C:19]2[CH:24]=[CH:23][CH:22]=[C:21]([O:25][CH3:26])[CH:20]=2)=[C:13]([CH:15]([CH3:17])[CH3:16])[N:14]=1)[C:2]1[CH:7]=[CH:6][CH:5]=[CH:4][CH:3]=1.[N:27]1[CH:32]=[CH:31][C:30]([CH2:33]Cl)=[CH:29][CH:28]=1.[OH-].[Na+].[I-].[Li+]. The yield is 0.650. The product is [CH2:1]([O:8][CH2:9][C:10]1[N:11]([CH2:33][C:30]2[CH:31]=[CH:32][N:27]=[CH:28][CH:29]=2)[C:12]([S:18][C:19]2[CH:24]=[CH:23][CH:22]=[C:21]([O:25][CH3:26])[CH:20]=2)=[C:13]([CH:15]([CH3:17])[CH3:16])[N:14]=1)[C:2]1[CH:3]=[CH:4][CH:5]=[CH:6][CH:7]=1. The catalyst is C1COCC1.[Br-].C([N+](CCCC)(CCCC)CCCC)CCC.